Dataset: Forward reaction prediction with 1.9M reactions from USPTO patents (1976-2016). Task: Predict the product of the given reaction. (1) The product is: [NH2:60][C:44]1[CH:43]=[CH:42][C:41]([CH2:40][N:37]2[CH2:36][CH2:35][CH:34]([C:31]([OH:30])([CH3:33])[CH3:32])[CH2:39][CH2:38]2)=[CH:46][C:45]=1[NH:47][CH:48]1[CH2:59][CH2:58][C:51]2([NH:55][C:54](=[O:56])[NH:53][C:52]2=[O:57])[CH2:50][CH2:49]1. Given the reactants NC1C(N[C@@H]2CC[C@H](C(NC(C)C)=O)CC2)=CC(OCCN2CCCCC2)=NC=1.[OH:30][C:31]([CH:34]1[CH2:39][CH2:38][N:37]([CH2:40][C:41]2[CH:42]=[CH:43][C:44]([N+:60]([O-])=O)=[C:45]([NH:47][CH:48]3[CH2:59][CH2:58][C:51]4([NH:55][C:54](=[O:56])[NH:53][C:52]4=[O:57])[CH2:50][CH2:49]3)[CH:46]=2)[CH2:36][CH2:35]1)([CH3:33])[CH3:32], predict the reaction product. (2) Given the reactants C[O:2][C:3]([C:5]1[N:9]=[CH:8][N:7]([C:10]2[CH:15]=[CH:14][C:13]([C:16]#[N:17])=[CH:12][CH:11]=2)[N:6]=1)=[O:4].[OH-].[Na+], predict the reaction product. The product is: [C:16]([C:13]1[CH:12]=[CH:11][C:10]([N:7]2[CH:8]=[N:9][C:5]([C:3]([OH:4])=[O:2])=[N:6]2)=[CH:15][CH:14]=1)#[N:17]. (3) Given the reactants [CH3:1][O:2][C:3](=[O:33])[C@@H:4]([NH:13][C:14]([C:16]1[CH:17]=[C:18]([C:23]2[CH:28]=[CH:27][C:26]([C:29]([F:32])([F:31])[F:30])=[CH:25][CH:24]=2)[CH:19]=[CH:20][C:21]=1[OH:22])=[O:15])[CH2:5][C:6]1[CH:11]=[CH:10][C:9](Br)=[CH:8][CH:7]=1.[N+:34]([C:37]1[CH:42]=[CH:41][C:40](B(O)O)=[CH:39][CH:38]=1)([O-:36])=[O:35].C([O-])([O-])=O.[Na+].[Na+], predict the reaction product. The product is: [CH3:1][O:2][C:3](=[O:33])[C@@H:4]([NH:13][C:14]([C:16]1[CH:17]=[C:18]([C:23]2[CH:28]=[CH:27][C:26]([C:29]([F:32])([F:31])[F:30])=[CH:25][CH:24]=2)[CH:19]=[CH:20][C:21]=1[OH:22])=[O:15])[CH2:5][C:6]1[CH:11]=[CH:10][C:9]([C:40]2[CH:41]=[CH:42][C:37]([N+:34]([O-:36])=[O:35])=[CH:38][CH:39]=2)=[CH:8][CH:7]=1. (4) Given the reactants [NH3:1].Cl[C:3]1[N:8]=[C:7]([O:9][C:10]2[C:19]3[C:14](=[CH:15][CH:16]=[CH:17][CH:18]=3)[C:13]([NH:20]C(=O)OC(C)(C)C)=[CH:12][CH:11]=2)[CH:6]=[CH:5][N:4]=1.[C:28](=[O:31])([O-])[O-].[Cs+].[Cs+].[C:34]([OH:40])([C:36](F)(F)F)=O.[CH3:41][OH:42], predict the reaction product. The product is: [NH3:4].[NH2:20][C:13]1[C:14]2[C:19](=[CH:18][CH:17]=[CH:16][CH:15]=2)[C:10]([O:9][C:7]2[CH:6]=[CH:5][N:4]=[C:3]([NH:1][C:13]3[CH:14]=[CH:15][CH:16]=[C:41]([O:42][CH2:6][CH2:7][O:9][CH2:10][CH2:11][O:40][CH2:34][CH2:36][O:31][CH3:28])[N:20]=3)[N:8]=2)=[CH:11][CH:12]=1.